From a dataset of Full USPTO retrosynthesis dataset with 1.9M reactions from patents (1976-2016). Predict the reactants needed to synthesize the given product. Given the product [CH2:15]([O:14][C:12]([C:11]1[NH:3][N:19]=[CH:18][C:10]=1[C:9]([O:8][CH2:6][CH3:7])=[O:22])=[O:13])[CH3:16], predict the reactants needed to synthesize it. The reactants are: Cl.O.[NH2:3]N.Cl.[CH2:6]([O:8][C:9](=[O:22])[C:10](=[CH:18][N:19](C)C)[C:11](=O)[C:12]([O:14][CH2:15][CH3:16])=[O:13])[CH3:7].